This data is from Forward reaction prediction with 1.9M reactions from USPTO patents (1976-2016). The task is: Predict the product of the given reaction. The product is: [Br:1][C:2]1[N:3]=[C:4]([CH3:11])[C:5]([C:6]([N:24]2[CH2:25][CH2:26][N:21]([C:14]3[C:13]([CH3:12])=[CH:18][C:17]([CH3:19])=[C:16]([CH3:20])[N:15]=3)[CH2:22][CH2:23]2)=[O:8])=[CH:9][CH:10]=1. Given the reactants [Br:1][C:2]1[CH:10]=[CH:9][C:5]([C:6]([OH:8])=O)=[C:4]([CH3:11])[N:3]=1.[CH3:12][C:13]1[C:14]([N:21]2[CH2:26][CH2:25][NH:24][CH2:23][CH2:22]2)=[N:15][C:16]([CH3:20])=[C:17]([CH3:19])[CH:18]=1, predict the reaction product.